Dataset: Catalyst prediction with 721,799 reactions and 888 catalyst types from USPTO. Task: Predict which catalyst facilitates the given reaction. (1) Reactant: [C:1]([C:3]1([NH:6][C:7]([C@H:9]2[CH2:13][C@H:12]([S:14]([C:17]3[CH:22]=[CH:21][C:20](F)=[CH:19][C:18]=3[Cl:24])(=[O:16])=[O:15])[CH2:11][C@@H:10]2[O:25][CH3:26])=[O:8])[CH2:5][CH2:4]1)#[N:2].[F:27][C:28]1[CH:33]=[CH:32][C:31]([OH:34])=[CH:30][CH:29]=1.C([O-])([O-])=O.[Cs+].[Cs+].O. Product: [C:1]([C:3]1([NH:6][C:7]([C@H:9]2[CH2:13][C@H:12]([S:14]([C:17]3[CH:22]=[CH:21][C:20]([O:34][C:31]4[CH:32]=[CH:33][C:28]([F:27])=[CH:29][CH:30]=4)=[CH:19][C:18]=3[Cl:24])(=[O:16])=[O:15])[CH2:11][C@@H:10]2[O:25][CH3:26])=[O:8])[CH2:5][CH2:4]1)#[N:2]. The catalyst class is: 3. (2) Reactant: [Br:1][C:2]1[CH:7]=[CH:6][C:5]([S:8](Cl)(=[O:10])=[O:9])=[CH:4][CH:3]=1.C(O)(=O)C(O)=O.[CH2:18]1[C:21]2([CH2:24][NH:23][CH2:22]2)[CH2:20][O:19]1.[CH2:18]1[C:21]2([CH2:24][NH:23][CH2:22]2)[CH2:20][O:19]1.CCN(C(C)C)C(C)C.Cl. Product: [Br:1][C:2]1[CH:7]=[CH:6][C:5]([S:8]([N:23]2[CH2:24][C:21]3([CH2:18][O:19][CH2:20]3)[CH2:22]2)(=[O:10])=[O:9])=[CH:4][CH:3]=1. The catalyst class is: 2. (3) Reactant: C1(C)C=CC=CC=1.[CH2:8]([O:10][C:11]1[CH:16]=[CH:15][C:14]([C:17]2[CH:22]=[CH:21][C:20]([CH:23]3[CH2:28][CH2:27][CH:26]([CH:29]4[CH2:34][CH2:33][CH:32]([CH2:35][CH2:36][CH3:37])[CH2:31][CH2:30]4)[O:25][C:24]3=[O:38])=[C:19]([F:39])[C:18]=2[F:40])=[C:13]([F:41])[C:12]=1[F:42])[CH3:9].[H-].C([Al+]CC(C)C)C(C)C. Product: [CH2:8]([O:10][C:11]1[CH:16]=[CH:15][C:14]([C:17]2[CH:22]=[CH:21][C:20]([CH:23]3[CH2:28][CH2:27][CH:26]([CH:29]4[CH2:30][CH2:31][CH:32]([CH2:35][CH2:36][CH3:37])[CH2:33][CH2:34]4)[O:25][CH:24]3[OH:38])=[C:19]([F:39])[C:18]=2[F:40])=[C:13]([F:41])[C:12]=1[F:42])[CH3:9]. The catalyst class is: 106. (4) Reactant: Cl[C:2]1[CH:7]=[CH:6][C:5]([N+:8]([O-:10])=[O:9])=[C:4]([NH:11][CH2:12][CH3:13])[CH:3]=1.[CH3:14][O-:15].[Na+].O. Product: [CH2:12]([NH:11][C:4]1[CH:3]=[C:2]([O:15][CH3:14])[CH:7]=[CH:6][C:5]=1[N+:8]([O-:10])=[O:9])[CH3:13]. The catalyst class is: 5. (5) The catalyst class is: 109. Product: [C:34]1([C:40]([C:52]2[CH:57]=[CH:56][CH:55]=[CH:54][CH:53]=2)=[CH:41][C:42]2[CH:47]=[CH:46][C:45]([C:2]3[C:3]4[C:8]([C:9]([C:16]5[CH:21]=[C:20]([C:22]6[CH:23]=[CH:24][CH:25]=[CH:26][CH:27]=6)[CH:19]=[C:18]([C:28]6[CH:33]=[CH:32][CH:31]=[CH:30][CH:29]=6)[CH:17]=5)=[C:10]5[C:15]=3[CH:14]=[CH:13][CH:12]=[CH:11]5)=[CH:7][CH:6]=[CH:5][CH:4]=4)=[CH:44][CH:43]=2)[CH:39]=[CH:38][CH:37]=[CH:36][CH:35]=1. Reactant: Br[C:2]1[C:3]2[C:8]([C:9]([C:16]3[CH:21]=[C:20]([C:22]4[CH:27]=[CH:26][CH:25]=[CH:24][CH:23]=4)[CH:19]=[C:18]([C:28]4[CH:33]=[CH:32][CH:31]=[CH:30][CH:29]=4)[CH:17]=3)=[C:10]3[C:15]=1[CH:14]=[CH:13][CH:12]=[CH:11]3)=[CH:7][CH:6]=[CH:5][CH:4]=2.[C:34]1([C:40]([C:52]2[CH:57]=[CH:56][CH:55]=[CH:54][CH:53]=2)=[CH:41][C:42]2[CH:47]=[CH:46][C:45](OB(O)O)=[CH:44][CH:43]=2)[CH:39]=[CH:38][CH:37]=[CH:36][CH:35]=1.C(=O)([O-])[O-].[Na+].[Na+]. (6) Reactant: CS(O[C@@H:6]1[CH2:9][CH2:8][C@@H:7]1[O:10][C:11]1[CH:16]=[CH:15][CH:14]=[CH:13][C:12]=1[C:17]([F:20])([F:19])[F:18])(=O)=O.[NH2:21][CH2:22][CH2:23][OH:24]. Product: [F:18][C:17]([F:20])([F:19])[C:12]1[CH:13]=[CH:14][CH:15]=[CH:16][C:11]=1[O:10][C@@H:7]1[CH2:8][CH2:9][C@H:6]1[NH:21][CH2:22][CH2:23][OH:24]. The catalyst class is: 13.